Predict the product of the given reaction. From a dataset of Forward reaction prediction with 1.9M reactions from USPTO patents (1976-2016). (1) Given the reactants [NH2:1][C:2]1[CH:7]=[CH:6][CH:5]=[C:4]([Br:8])[C:3]=1[CH2:9][OH:10].N1C=CN=C1.[CH3:16][C:17]([Si:20](Cl)([CH3:22])[CH3:21])([CH3:19])[CH3:18].O, predict the reaction product. The product is: [Br:8][C:4]1[C:3]([CH2:9][O:10][Si:20]([C:17]([CH3:19])([CH3:18])[CH3:16])([CH3:22])[CH3:21])=[C:2]([CH:7]=[CH:6][CH:5]=1)[NH2:1]. (2) Given the reactants [NH2:1][NH:2][C:3]([C:5]1[C:10]([C:11]([F:14])([F:13])[F:12])=[CH:9][CH:8]=[CH:7][N:6]=1)=[NH:4].[CH2:15]([O:17][C:18]1[C:19]([OH:26])=[C:20]([CH:23]=[CH:24][CH:25]=1)[CH:21]=O)[CH3:16], predict the reaction product. The product is: [CH2:15]([O:17][C:18]1[C:19]([OH:26])=[C:20]([C:21]2[NH:1][N:2]=[C:3]([C:5]3[C:10]([C:11]([F:12])([F:13])[F:14])=[CH:9][CH:8]=[CH:7][N:6]=3)[N:4]=2)[CH:23]=[CH:24][CH:25]=1)[CH3:16]. (3) Given the reactants Cl[C:2]1[CH:7]=[CH:6][N:5]=[C:4]2[CH:8]=[C:9]([C:11]([N:13]3[CH2:17][CH2:16][C@@H:15]([O:18][CH3:19])[CH2:14]3)=[O:12])[S:10][C:3]=12.[CH3:20][C:21]1[NH:22][C:23]2[C:28]([C:29]=1[CH3:30])=[CH:27][C:26]([NH2:31])=[CH:25][CH:24]=2, predict the reaction product. The product is: [CH3:20][C:21]1[NH:22][C:23]2[C:28]([C:29]=1[CH3:30])=[CH:27][C:26]([NH:31][C:2]1[CH:7]=[CH:6][N:5]=[C:4]3[CH:8]=[C:9]([C:11]([N:13]4[CH2:17][CH2:16][C@@H:15]([O:18][CH3:19])[CH2:14]4)=[O:12])[S:10][C:3]=13)=[CH:25][CH:24]=2. (4) Given the reactants [C:1]([N:4]1[C:13]2[C:8](=[CH:9][C:10]([C:14]([OH:16])=O)=[CH:11][CH:12]=2)[C@H:7]([NH:17][C:18]2[N:23]=[C:22]([CH3:24])[CH:21]=[CH:20][N:19]=2)[C@@H:6]([CH3:25])[C@@H:5]1[CH:26]1[CH2:28][CH2:27]1)(=[O:3])[CH3:2].CN(C([O:36][N:37]1N=NC2C=CC=NC1=2)=[N+](C)C)C.F[P-](F)(F)(F)(F)F.CCN(C(C)C)C(C)C.Cl.NO, predict the reaction product. The product is: [C:1]([N:4]1[C:13]2[C:8](=[CH:9][C:10]([C:14]([NH:37][OH:36])=[O:16])=[CH:11][CH:12]=2)[C@H:7]([NH:17][C:18]2[N:23]=[C:22]([CH3:24])[CH:21]=[CH:20][N:19]=2)[C@@H:6]([CH3:25])[C@@H:5]1[CH:26]1[CH2:27][CH2:28]1)(=[O:3])[CH3:2]. (5) The product is: [CH3:5][O:6][C:7]1[C:8]([O:28][CH3:29])=[CH:9][C:10]2[N:16]([CH3:17])[C:15](=[O:18])[CH2:14][N:13]=[C:12]([C:19]3[CH:20]=[C:21]([CH:24]=[CH:25][CH:26]=3)[C:22]([NH2:23])=[O:1])[C:11]=2[CH:27]=1. Given the reactants [OH:1]O.[OH-].[Na+].[CH3:5][O:6][C:7]1[C:8]([O:28][CH3:29])=[CH:9][C:10]2[N:16]([CH3:17])[C:15](=[O:18])[CH2:14][N:13]=[C:12]([C:19]3[CH:20]=[C:21]([CH:24]=[CH:25][CH:26]=3)[C:22]#[N:23])[C:11]=2[CH:27]=1, predict the reaction product. (6) Given the reactants [F:1][C:2]1[CH:7]=[CH:6][C:5]([N:8]2[C:16]3[C:11](=[CH:12][C:13]([O:17][C@@H:18]([C:22]4[CH:27]=[CH:26][CH:25]=[CH:24][CH:23]=4)[C@H:19]([NH2:21])[CH3:20])=[CH:14][CH:15]=3)[CH:10]=[N:9]2)=[CH:4][CH:3]=1.[C:28]([O:31][CH2:32][C:33](Cl)=[O:34])(=[O:30])[CH3:29], predict the reaction product. The product is: [C:28]([O:31][CH2:32][C:33](=[O:34])[NH:21][C@@H:19]([CH3:20])[C@H:18]([O:17][C:13]1[CH:12]=[C:11]2[C:16](=[CH:15][CH:14]=1)[N:8]([C:5]1[CH:4]=[CH:3][C:2]([F:1])=[CH:7][CH:6]=1)[N:9]=[CH:10]2)[C:22]1[CH:23]=[CH:24][CH:25]=[CH:26][CH:27]=1)(=[O:30])[CH3:29].